This data is from Catalyst prediction with 721,799 reactions and 888 catalyst types from USPTO. The task is: Predict which catalyst facilitates the given reaction. Reactant: Cl[C:2]1[C:11]2[C:6](=[CH:7][C:8]([S:12]([N:15]([CH2:21][C:22]3[CH:27]=[CH:26][C:25]([O:28][CH3:29])=[CH:24][C:23]=3[O:30][CH3:31])[C:16]3[S:17][CH:18]=[CH:19][N:20]=3)(=[O:14])=[O:13])=[CH:9][CH:10]=2)[C:5]([OH:32])=[CH:4][N:3]=1.[F:33][C:34]1[CH:39]=[CH:38][C:37](B(O)O)=[C:36]([O:43][CH3:44])[CH:35]=1.C(=O)([O-])[O-].[K+].[K+].O1CCOCC1. Product: [CH3:31][O:30][C:23]1[CH:24]=[C:25]([O:28][CH3:29])[CH:26]=[CH:27][C:22]=1[CH2:21][N:15]([C:16]1[S:17][CH:18]=[CH:19][N:20]=1)[S:12]([C:8]1[CH:7]=[C:6]2[C:11](=[CH:10][CH:9]=1)[C:2]([C:37]1[CH:38]=[CH:39][C:34]([F:33])=[CH:35][C:36]=1[O:43][CH3:44])=[N:3][CH:4]=[C:5]2[OH:32])(=[O:14])=[O:13]. The catalyst class is: 103.